This data is from Reaction yield outcomes from USPTO patents with 853,638 reactions. The task is: Predict the reaction yield, written as a fraction of the theoretical maximum amount of product (1.0 means a 100% yield; for example, 0.34 means a 34% yield). (1) The reactants are [CH:1](NC(C)C)([CH3:3])[CH3:2].[Li]CCCC.[CH3:13][O:14][C:15](=[O:33])[CH2:16][CH2:17][C:18]1([C:23]2[CH:28]=[CH:27][CH:26]=[C:25]([C:29]([F:32])([F:31])[F:30])[CH:24]=2)[O:22][CH2:21][CH2:20][O:19]1.C(Br)C=C.CN(P(N(C)C)(N(C)C)=O)C. The catalyst is C1COCC1.CCOC(C)=O. The product is [CH3:13][O:14][C:15](=[O:33])[CH:16]([CH2:17][C:18]1([C:23]2[CH:28]=[CH:27][CH:26]=[C:25]([C:29]([F:31])([F:32])[F:30])[CH:24]=2)[O:22][CH2:21][CH2:20][O:19]1)[CH2:3][CH:1]=[CH2:2]. The yield is 0.590. (2) The reactants are [CH3:1][NH:2][C@H:3]([CH2:5]/[CH:6]=[CH:7]/[C:8]1[CH:9]=[N:10][CH:11]=[C:12]([O:14][CH:15]([CH3:17])[CH3:16])[CH:13]=1)[CH3:4].[O:18]=[C:19]([OH:31])[C@@H:20]([C@H:22]([C@H:24]([C@@H:26]([C:28]([OH:30])=[O:29])[OH:27])[OH:25])[OH:23])[OH:21].O. The yield is 0.260. The product is [O:18]=[C:19]([OH:31])[C@@H:20]([C@H:22]([C@H:24]([C@@H:26]([C:28]([OH:30])=[O:29])[OH:27])[OH:25])[OH:23])[OH:21].[CH3:1][NH:2][C@H:3]([CH2:5]/[CH:6]=[CH:7]/[C:8]1[CH:9]=[N:10][CH:11]=[C:12]([O:14][CH:15]([CH3:17])[CH3:16])[CH:13]=1)[CH3:4].[CH3:1][NH:2][C@H:3]([CH2:5]/[CH:6]=[CH:7]/[C:8]1[CH:9]=[N:10][CH:11]=[C:12]([O:14][CH:15]([CH3:17])[CH3:16])[CH:13]=1)[CH3:4]. The catalyst is C(O)C.